Dataset: Forward reaction prediction with 1.9M reactions from USPTO patents (1976-2016). Task: Predict the product of the given reaction. (1) Given the reactants [C:1]([NH:4][CH:5]([C:11]([O:13][CH2:14][CH3:15])=[O:12])[C:6]([O:8][CH2:9][CH3:10])=[O:7])(=[O:3])[CH3:2].[NH:16]1[CH2:21][CH2:20][CH2:19][CH2:18][CH2:17]1.[CH2:22]=O, predict the reaction product. The product is: [C:1]([NH:4][C:5]([CH2:22][N:16]1[CH2:21][CH2:20][CH2:19][CH2:18][CH2:17]1)([C:11]([O:13][CH2:14][CH3:15])=[O:12])[C:6]([O:8][CH2:9][CH3:10])=[O:7])(=[O:3])[CH3:2]. (2) Given the reactants [Si]([O:8][C@H:9]([C:34]1[CH:39]=[CH:38][C:37]([OH:40])=[C:36]([CH2:41][OH:42])[CH:35]=1)[CH2:10][NH:11][C:12]([CH3:33])([CH3:32])[CH2:13][C:14]1[CH:15]=[C:16]([CH:29]=[CH:30][CH:31]=1)[C:17]([NH:19][CH2:20][CH2:21][C:22]1[CH:27]=[CH:26][CH:25]=[CH:24][C:23]=1[Cl:28])=[O:18])(C(C)(C)C)(C)C.F.F.F.C(N(CC)CC)C, predict the reaction product. The product is: [Cl:28][C:23]1[CH:24]=[CH:25][CH:26]=[CH:27][C:22]=1[CH2:21][CH2:20][NH:19][C:17](=[O:18])[C:16]1[CH:29]=[CH:30][CH:31]=[C:14]([CH2:13][C:12]([NH:11][CH2:10][C@H:9]([OH:8])[C:34]2[CH:39]=[CH:38][C:37]([OH:40])=[C:36]([CH2:41][OH:42])[CH:35]=2)([CH3:33])[CH3:32])[CH:15]=1. (3) Given the reactants Cl[C:2]1[C:7]([CH:8]=O)=[CH:6][CH:5]=[C:4]([CH3:10])[N:3]=1.[NH2:11][NH2:12], predict the reaction product. The product is: [CH3:10][C:4]1[N:3]=[C:2]2[NH:11][N:12]=[CH:8][C:7]2=[CH:6][CH:5]=1. (4) Given the reactants Br[C:2]1[CH:3]=[C:4]([C:9]([F:12])([F:11])[F:10])[C:5]([NH2:8])=[N:6][CH:7]=1.[B:13]1([B:13]2[O:17][C:16]([CH3:19])([CH3:18])[C:15]([CH3:21])([CH3:20])[O:14]2)[O:17][C:16]([CH3:19])([CH3:18])[C:15]([CH3:21])([CH3:20])[O:14]1.C([O-])(=O)C.[K+], predict the reaction product. The product is: [CH3:20][C:15]1([CH3:21])[C:16]([CH3:19])([CH3:18])[O:17][B:13]([C:2]2[CH:3]=[C:4]([C:9]([F:12])([F:11])[F:10])[C:5]([NH2:8])=[N:6][CH:7]=2)[O:14]1.